From a dataset of Merck oncology drug combination screen with 23,052 pairs across 39 cell lines. Regression. Given two drug SMILES strings and cell line genomic features, predict the synergy score measuring deviation from expected non-interaction effect. (1) Drug 1: N#Cc1ccc(Cn2cncc2CN2CCN(c3cccc(Cl)c3)C(=O)C2)cc1. Drug 2: O=C(NOCC(O)CO)c1ccc(F)c(F)c1Nc1ccc(I)cc1F. Cell line: VCAP. Synergy scores: synergy=12.6. (2) Drug 2: Cn1nnc2c(C(N)=O)ncn2c1=O. Cell line: A427. Drug 1: COc1cc(C2c3cc4c(cc3C(OC3OC5COC(C)OC5C(O)C3O)C3COC(=O)C23)OCO4)cc(OC)c1O. Synergy scores: synergy=6.68. (3) Drug 1: COc1cccc2c1C(=O)c1c(O)c3c(c(O)c1C2=O)CC(O)(C(=O)CO)CC3OC1CC(N)C(O)C(C)O1. Drug 2: Cn1cc(-c2cnn3c(N)c(Br)c(C4CCCNC4)nc23)cn1. Cell line: UACC62. Synergy scores: synergy=1.19. (4) Drug 1: Nc1ccn(C2OC(CO)C(O)C2(F)F)c(=O)n1. Drug 2: NC1(c2ccc(-c3nc4ccn5c(=O)[nH]nc5c4cc3-c3ccccc3)cc2)CCC1. Cell line: NCIH2122. Synergy scores: synergy=15.7.